From a dataset of Reaction yield outcomes from USPTO patents with 853,638 reactions. Predict the reaction yield, written as a fraction of the theoretical maximum amount of product (1.0 means a 100% yield; for example, 0.34 means a 34% yield). (1) The reactants are C([O-])(=O)C.[NH4+:5].[C:6]([CH2:8][C:9]([O:11]CC)=O)#[N:7].[CH2:14]([O:16][C:17]([C:19]1([C:22](=O)[CH3:23])[CH2:21][CH2:20]1)=[O:18])[CH3:15].[N+:25]([C:28]1[CH:35]=[CH:34][C:31]([CH:32]=O)=[CH:30][CH:29]=1)([O-:27])=[O:26]. No catalyst specified. The product is [CH2:14]([O:16][C:17]([C:19]1([C:22]2[NH:5][C:9](=[O:11])[C:8]([C:6]#[N:7])=[C:32]([C:31]3[CH:34]=[CH:35][C:28]([N+:25]([O-:27])=[O:26])=[CH:29][CH:30]=3)[CH:23]=2)[CH2:21][CH2:20]1)=[O:18])[CH3:15]. The yield is 0.430. (2) The catalyst is O. The yield is 0.950. The reactants are [CH2:1]1[O:5][CH2:4][O:3][CH:2]1[CH2:6][OH:7].C(N(CC)CC)C.C1(C)C=CC=CC=1.[CH:22]12[CH2:28][CH:25]([CH:26]=[CH:27]1)[CH2:24][CH:23]2[C:29](Cl)=[O:30]. The product is [CH:22]12[CH2:28][CH:25]([CH2:26][CH2:27]1)[CH:24]=[C:23]2[C:29]([O:7][CH:6]1[CH2:2][O:3][CH2:4][O:5][CH2:1]1)=[O:30].